This data is from Catalyst prediction with 721,799 reactions and 888 catalyst types from USPTO. The task is: Predict which catalyst facilitates the given reaction. (1) Reactant: [F:1][C:2]([F:24])([F:23])[C:3]([CH2:14][NH:15]CC1C=CC=CC=1)([OH:13])[CH2:4][NH:5]CC1C=CC=CC=1. Product: [NH2:5][CH2:4][C:3]([CH2:14][NH2:15])([OH:13])[C:2]([F:24])([F:23])[F:1]. The catalyst class is: 261. (2) The catalyst class is: 3. Reactant: [F:1][C:2]([F:44])([F:43])[C:3]1[CH:4]=[C:5]([CH:40]=[CH:41][CH:42]=1)[CH2:6][NH:7][C:8]([C:10]1[CH:15]=[CH:14][N:13]=[C:12]([C:16]2[CH:21]=[C:20]([N:22]3[CH2:27][CH2:26][CH2:25][CH2:24][CH2:23]3)[CH:19]=[CH:18][C:17]=2[NH:28][C:29]([C:31]2[CH:32]=[C:33]([CH:37]=[CH:38][CH:39]=2)[C:34]([OH:36])=O)=[O:30])[CH:11]=1)=[O:9].C(N(C(C)C)CC)(C)C.[CH2:54]([NH:56][CH2:57][CH2:58][N:59]1[CH2:64][CH2:63][O:62][CH2:61][CH2:60]1)[CH3:55].CN(C(ON1N=NC2C=CC=NC1=2)=[N+](C)C)C.F[P-](F)(F)(F)(F)F. Product: [CH2:54]([N:56]([CH2:57][CH2:58][N:59]1[CH2:60][CH2:61][O:62][CH2:63][CH2:64]1)[C:34](=[O:36])[C:33]1[CH:37]=[CH:38][CH:39]=[C:31]([C:29]([NH:28][C:17]2[CH:18]=[CH:19][C:20]([N:22]3[CH2:23][CH2:24][CH2:25][CH2:26][CH2:27]3)=[CH:21][C:16]=2[C:12]2[CH:11]=[C:10]([C:8](=[O:9])[NH:7][CH2:6][C:5]3[CH:40]=[CH:41][CH:42]=[C:3]([C:2]([F:43])([F:44])[F:1])[CH:4]=3)[CH:15]=[CH:14][N:13]=2)=[O:30])[CH:32]=1)[CH3:55]. (3) Product: [F:27][C:24]([F:26])([F:25])[CH2:23][N:19]1[C:18]([C:12]2[S:13][C:14]3[CH2:15][CH2:16][O:17][C:8]4[CH:7]=[C:6]([C:4]5[CH:3]=[N:2][N:1]([CH2:42][CH2:43][OH:44])[CH:5]=5)[CH:29]=[CH:28][C:9]=4[C:10]=3[N:11]=2)=[N:22][CH:21]=[N:20]1. Reactant: [NH:1]1[CH:5]=[C:4]([C:6]2[CH:29]=[CH:28][C:9]3[C:10]4[N:11]=[C:12]([C:18]5[N:19]([CH2:23][C:24]([F:27])([F:26])[F:25])[N:20]=[CH:21][N:22]=5)[S:13][C:14]=4[CH2:15][CH2:16][O:17][C:8]=3[CH:7]=2)[CH:3]=[N:2]1.C(=O)([O-])[O-].[Cs+].[Cs+].CN(C)C=O.Br[CH2:42][CH2:43][OH:44]. The catalyst class is: 69. (4) Product: [Cl:1][C:2]1[CH:3]=[CH:4][C:5]([O:17][CH3:18])=[C:6]([CH:16]=1)[C:7](/[N:9]=[C:10]1\[S:11][C:12]([CH3:15])=[CH:13][N:14]\1[CH2:22][C:23]1[CH:27]=[CH:26][O:25][CH:24]=1)=[O:8]. Reactant: [Cl:1][C:2]1[CH:3]=[CH:4][C:5]([O:17][CH3:18])=[C:6]([CH:16]=1)[C:7]([NH:9][C:10]1[S:11][C:12]([CH3:15])=[CH:13][N:14]=1)=[O:8].[H-].[Na+].Cl[CH2:22][C:23]1[CH:27]=[CH:26][O:25][CH:24]=1. The catalyst class is: 3.